From a dataset of Full USPTO retrosynthesis dataset with 1.9M reactions from patents (1976-2016). Predict the reactants needed to synthesize the given product. (1) Given the product [OH:55][C:39]1[C:34]([C:43]([O:42][CH3:41])=[O:44])=[C:35]([CH:36]=[CH:37][CH:38]=1)[O:1][CH2:2]/[CH:3]=[CH:4]/[C:5]1[CH:6]=[C:7]([C:11]2[O:15][N:14]=[C:13]([C:16]([O:18][CH2:19][CH3:20])=[O:17])[CH:12]=2)[CH:8]=[CH:9][CH:10]=1, predict the reactants needed to synthesize it. The reactants are: [OH:1][CH2:2]/[CH:3]=[CH:4]/[C:5]1[CH:6]=[C:7]([C:11]2[O:15][N:14]=[C:13]([C:16]([O:18][CH2:19][CH3:20])=[O:17])[CH:12]=2)[CH:8]=[CH:9][CH:10]=1.[C:34]1(P([C:34]2[CH:39]=[CH:38][CH:37]=[CH:36][CH:35]=2)[C:34]2[CH:39]=[CH:38][CH:37]=[CH:36][CH:35]=2)[CH:39]=[CH:38][CH:37]=[CH:36][CH:35]=1.C[CH2:41][O:42][C:43](/N=N/[C:43]([O:42][CH2:41]C)=[O:44])=[O:44].C1C[O:55]CC1. (2) The reactants are: [NH2:1][C:2]1[C:3]2[C:10]([F:11])=[CH:9][N:8]([C@@H:12]3[O:16][C@@:15]([CH2:19]O)([CH:17]=[O:18])[C@@H:14]([O:21][Si:22]([C:25]([CH3:28])([CH3:27])[CH3:26])([CH3:24])[CH3:23])[CH2:13]3)[C:4]=2[N:5]=[CH:6][N:7]=1.[C:29](=O)([O-])[O-].[K+].[K+].[N+](=C(P(=O)(OC)OC)C(=O)C)=[N-]. Given the product [NH2:1][C:2]1[C:3]2[C:10]([F:11])=[CH:9][N:8]([C@@H:12]3[O:16][C@@:15]([CH2:17][OH:18])([C:19]#[CH:29])[C@@H:14]([O:21][Si:22]([C:25]([CH3:27])([CH3:28])[CH3:26])([CH3:23])[CH3:24])[CH2:13]3)[C:4]=2[N:5]=[CH:6][N:7]=1, predict the reactants needed to synthesize it. (3) The reactants are: [NH3:1].[Cl:2][C:3]1[C:8]([NH2:9])=[C:7](Cl)[N:6]=[CH:5][N:4]=1. Given the product [Cl:2][C:3]1[N:4]=[CH:5][N:6]=[C:7]([NH2:1])[C:8]=1[NH2:9], predict the reactants needed to synthesize it. (4) Given the product [F:23][C:24]1[CH:25]=[CH:26][C:27]([C:30]2[C:34]3[N:35]=[C:17]([NH:16][C:13]4[CH:14]=[CH:15][C:10]([N:7]5[CH2:8][CH2:9][N:4]([CH3:3])[CH2:5][CH2:6]5)=[CH:11][C:12]=4[O:19][CH:20]([CH3:22])[CH3:21])[N:37]=[CH:38][C:33]=3[S:32][C:31]=2[C:43]([NH2:45])=[O:44])=[CH:28][CH:29]=1, predict the reactants needed to synthesize it. The reactants are: [H-].[Na+].[CH3:3][N:4]1[CH2:9][CH2:8][N:7]([C:10]2[CH:15]=[CH:14][C:13]([NH:16][CH:17]=O)=[C:12]([O:19][CH:20]([CH3:22])[CH3:21])[CH:11]=2)[CH2:6][CH2:5]1.[F:23][C:24]1[CH:29]=[CH:28][C:27]([C:30]2[C:34]3[N:35]=C(S(C)(=O)=O)[N:37]=[CH:38][C:33]=3[S:32][C:31]=2[C:43]([NH2:45])=[O:44])=[CH:26][CH:25]=1. (5) Given the product [Cl:13][C:10]1[C:9]2[C:4](=[CH:5][C:6]([F:15])=[CH:7][C:8]=2[F:14])[N:3]=[C:2]([N:62]2[CH2:63][C:59]([CH3:65])([CH3:58])[CH2:60][C:61]2=[O:64])[C:11]=1[CH3:12], predict the reactants needed to synthesize it. The reactants are: Cl[C:2]1[C:11]([CH3:12])=[C:10]([Cl:13])[C:9]2[C:4](=[CH:5][C:6]([F:15])=[CH:7][C:8]=2[F:14])[N:3]=1.CC1(C)C2C=CC=C(P(C3C=CC=CC=3)C3C=CC=CC=3)C=2OC2C1=CC=CC=2P(C1C=CC=CC=1)C1C=CC=CC=1.[CH3:58][C:59]1([CH3:65])[CH2:63][NH:62][C:61](=[O:64])[CH2:60]1.C(=O)([O-])[O-].[Cs+].[Cs+].